This data is from Reaction yield outcomes from USPTO patents with 853,638 reactions. The task is: Predict the reaction yield, written as a fraction of the theoretical maximum amount of product (1.0 means a 100% yield; for example, 0.34 means a 34% yield). (1) The reactants are Br[C:2]1[CH:3]=[C:4]([CH:17]=[CH:18][CH:19]=1)[O:5][C:6]1[C:15]2[C:10](=[CH:11][CH:12]=[CH:13][CH:14]=2)[NH:9][C:8](=[O:16])[CH:7]=1.[N:20]1[CH:25]=[CH:24][CH:23]=[C:22](B(O)O)[CH:21]=1.C(=O)([O-])[O-].[Cs+].[Cs+]. The catalyst is O1CCOCC1. The product is [N:20]1[CH:25]=[CH:24][CH:23]=[C:22]([C:2]2[CH:3]=[C:4]([CH:17]=[CH:18][CH:19]=2)[O:5][C:6]2[C:15]3[C:10](=[CH:11][CH:12]=[CH:13][CH:14]=3)[NH:9][C:8](=[O:16])[CH:7]=2)[CH:21]=1. The yield is 0.920. (2) The reactants are [Cl:1][C:2]1[N:6]([CH:7]([F:9])[F:8])[C:5]([CH3:10])=[N:4][C:3]=1[C:11]1[CH:16]=[C:15]([OH:17])[C:14]([Cl:18])=[CH:13][C:12]=1[F:19].C(=O)([O-])[O-].[K+].[K+].Cl[N:27]1[N:32]=[C:31]([O:33][CH3:34])[CH:30]=[C:29]([O:35][CH3:36])[NH:28]1. The catalyst is CN(C)C=O. The product is [Cl:1][C:2]1[N:6]([CH:7]([F:8])[F:9])[C:5]([CH3:10])=[N:4][C:3]=1[C:11]1[CH:16]=[C:15]([O:17][N:27]2[N:28]=[C:29]([O:35][CH3:36])[CH:30]=[C:31]([O:33][CH3:34])[NH:32]2)[C:14]([Cl:18])=[CH:13][C:12]=1[F:19]. The yield is 0.550.